Predict the reactants needed to synthesize the given product. From a dataset of Full USPTO retrosynthesis dataset with 1.9M reactions from patents (1976-2016). (1) The reactants are: [NH2:1][C:2]1[CH:11]=[CH:10][C:5]([C:6]([O:8][CH3:9])=[O:7])=[CH:4][CH:3]=1.[C:12]([N:19]1[CH2:24][CH2:23][C:22](=O)[CH2:21][CH2:20]1)([O:14][C:15]([CH3:18])([CH3:17])[CH3:16])=[O:13]. Given the product [C:15]([O:14][C:12]([N:19]1[CH2:24][CH2:23][CH:22]([NH:1][C:2]2[CH:3]=[CH:4][C:5]([C:6]([O:8][CH3:9])=[O:7])=[CH:10][CH:11]=2)[CH2:21][CH2:20]1)=[O:13])([CH3:18])([CH3:16])[CH3:17], predict the reactants needed to synthesize it. (2) Given the product [F:38][C:37]([F:40])([F:39])[C:35]([OH:41])=[O:36].[NH2:8][C:9]1[CH:34]=[CH:33][C:12]([CH2:13][C:14]2[CH:23]=[C:22]3[C:17]([CH:18]=[C:19]([C:28]([OH:30])=[O:29])[CH:20]([C:24]([F:27])([F:25])[F:26])[O:21]3)=[CH:16][CH:15]=2)=[CH:11][CH:10]=1, predict the reactants needed to synthesize it. The reactants are: C(OC([NH:8][C:9]1[CH:34]=[CH:33][C:12]([CH2:13][C:14]2[CH:23]=[C:22]3[C:17]([CH:18]=[C:19]([C:28]([O:30]CC)=[O:29])[CH:20]([C:24]([F:27])([F:26])[F:25])[O:21]3)=[CH:16][CH:15]=2)=[CH:11][CH:10]=1)=O)(C)(C)C.[C:35]([OH:41])([C:37]([F:40])([F:39])[F:38])=[O:36].[OH-].[Na+]. (3) Given the product [CH:28]([C:30]1[CH:35]=[CH:34][C:33]([C:7]2[C:16]3[C:11](=[CH:12][CH:13]=[C:14]([C:17]([O:19][CH2:20][CH2:21][Si:22]([CH3:25])([CH3:24])[CH3:23])=[O:18])[CH:15]=3)[CH:10]=[N:9][CH:8]=2)=[CH:32][CH:31]=1)=[O:29], predict the reactants needed to synthesize it. The reactants are: FC(F)(F)S(O[C:7]1[C:16]2[C:11](=[CH:12][CH:13]=[C:14]([C:17]([O:19][CH2:20][CH2:21][Si:22]([CH3:25])([CH3:24])[CH3:23])=[O:18])[CH:15]=2)[CH:10]=[N:9][CH:8]=1)(=O)=O.[CH:28]([C:30]1[CH:35]=[CH:34][C:33](OB(O)O)=[CH:32][CH:31]=1)=[O:29]. (4) Given the product [F:1][C:2]1[CH:17]=[C:16]([F:18])[CH:15]=[CH:14][C:3]=1[O:4][C:5]1[CH:6]=[CH:7][C:8]([C:9]([O:11][CH2:20][CH3:21])=[O:10])=[CH:12][CH:13]=1, predict the reactants needed to synthesize it. The reactants are: [F:1][C:2]1[CH:17]=[C:16]([F:18])[CH:15]=[CH:14][C:3]=1[O:4][C:5]1[CH:13]=[CH:12][C:8]([C:9]([OH:11])=[O:10])=[CH:7][CH:6]=1.N[C:20]1C=CC(N2CCC(N(C)C)C2)=C[CH:21]=1. (5) Given the product [F:1][C:2]1[CH:3]=[C:4]([NH2:14])[CH:5]=[CH:6][C:7]=1[CH:8]1[CH2:9][CH2:10][S:11][CH2:12][CH2:13]1, predict the reactants needed to synthesize it. The reactants are: [F:1][C:2]1[CH:3]=[C:4]([NH:14]C(=O)OCC(C)C)[CH:5]=[CH:6][C:7]=1[CH:8]1[CH2:13][CH2:12][S:11][CH2:10][CH2:9]1.[OH-].[K+]. (6) Given the product [S:1]1[CH:5]=[CH:4][CH:3]=[C:2]1[CH2:6][NH:7][C:8](=[O:10])[CH3:9], predict the reactants needed to synthesize it. The reactants are: [S:1]1[CH:5]=[CH:4][CH:3]=[C:2]1[CH2:6][NH2:7].[C:8](OC(=O)C)(=[O:10])[CH3:9].O. (7) Given the product [Cl:1][C:2]1[CH:10]=[C:9]([F:11])[CH:8]=[CH:7][C:3]=1[C:4]([Cl:14])=[O:5], predict the reactants needed to synthesize it. The reactants are: [Cl:1][C:2]1[CH:10]=[C:9]([F:11])[CH:8]=[CH:7][C:3]=1[C:4](O)=[O:5].S(Cl)([Cl:14])=O.CN1CCCC1=O. (8) Given the product [Cl:1][C:2]1[CH:36]=[CH:35][C:5]([O:6][C:7]2[C:12]([F:13])=[CH:11][C:10]([S:14]([NH:17][C:18]3[S:22][N:21]=[CH:20][N:19]=3)(=[O:15])=[O:16])=[C:9]([F:34])[CH:8]=2)=[C:4]([C:37]2[N:41]3[CH:42]=[CH:43][N:44]=[CH:45][C:40]3=[CH:39][N:38]=2)[CH:3]=1, predict the reactants needed to synthesize it. The reactants are: [Cl:1][C:2]1[CH:36]=[CH:35][C:5]([O:6][C:7]2[C:12]([F:13])=[CH:11][C:10]([S:14]([N:17](CC3C=CC(OC)=CC=3OC)[C:18]3[S:22][N:21]=[CH:20][N:19]=3)(=[O:16])=[O:15])=[C:9]([F:34])[CH:8]=2)=[C:4]([C:37]2[N:41]3[CH:42]=[CH:43][N:44]=[CH:45][C:40]3=[CH:39][N:38]=2)[CH:3]=1.FC(F)(F)C(O)=O.